Dataset: Full USPTO retrosynthesis dataset with 1.9M reactions from patents (1976-2016). Task: Predict the reactants needed to synthesize the given product. (1) Given the product [CH2:1]([C:3]1[C:4]([O:12][CH2:15][O:16][CH2:17][CH2:18][O:19][CH3:20])=[CH:5][C:6]([CH3:11])=[C:7]([CH:10]=1)[CH:8]=[O:9])[CH3:2], predict the reactants needed to synthesize it. The reactants are: [CH2:1]([C:3]1[C:4]([OH:12])=[CH:5][C:6]([CH3:11])=[C:7]([CH:10]=1)[CH:8]=[O:9])[CH3:2].[H-].[Na+].[CH3:15][O:16][CH2:17][CH2:18][O:19][CH2:20]Cl. (2) Given the product [Br:1][C:2]1[CH:3]=[CH:4][C:5]([C:8]2[N:9]=[N:10][N:11]([CH2:16][CH2:17][OH:18])[N:12]=2)=[N:6][CH:7]=1, predict the reactants needed to synthesize it. The reactants are: [Br:1][C:2]1[CH:3]=[CH:4][C:5]([C:8]2[N:9]=[N:10][NH:11][N:12]=2)=[N:6][CH:7]=1.[OH-].[K+].Br[CH2:16][CH2:17][OH:18]. (3) Given the product [CH3:11][O:12][N:13]([CH3:14])[C:7]([C:4]1[NH:5][CH:6]=[C:2]([F:1])[CH:3]=1)=[O:9], predict the reactants needed to synthesize it. The reactants are: [F:1][C:2]1[CH:3]=[C:4]([C:7]([OH:9])=O)[NH:5][CH:6]=1.Cl.[CH3:11][O:12][NH:13][CH3:14].C1C=CC2N(O)N=NC=2C=1.C(Cl)CCl. (4) Given the product [Br:15][CH2:12][CH2:11][CH2:10][C:3]1[C:4]2[C:9](=[CH:8][CH:7]=[CH:6][CH:5]=2)[NH:1][CH:2]=1, predict the reactants needed to synthesize it. The reactants are: [NH:1]1[C:9]2[C:4](=[CH:5][CH:6]=[CH:7][CH:8]=2)[C:3]([CH2:10][CH2:11][CH2:12]O)=[CH:2]1.C(Br)(Br)(Br)[Br:15].C1(P(C2C=CC=CC=2)C2C=CC=CC=2)C=CC=CC=1. (5) Given the product [Cl:1][C:2]1[N:7]=[C:6]([NH:10][C:11]2[CH:12]=[C:13]3[C:17](=[CH:18][CH:19]=2)[NH:16][N:15]=[CH:14]3)[C:5]([CH3:9])=[CH:4][N:3]=1, predict the reactants needed to synthesize it. The reactants are: [Cl:1][C:2]1[N:7]=[C:6](Cl)[C:5]([CH3:9])=[CH:4][N:3]=1.[NH2:10][C:11]1[CH:12]=[C:13]2[C:17](=[CH:18][CH:19]=1)[NH:16][N:15]=[CH:14]2.C([O-])([O-])=O.[Na+].[Na+].